This data is from Forward reaction prediction with 1.9M reactions from USPTO patents (1976-2016). The task is: Predict the product of the given reaction. (1) Given the reactants [CH2:1]([N:5]1[CH:9]=[C:8]([C:10]2[CH:15]=[CH:14][C:13]([F:16])=[CH:12][CH:11]=2)[N:7]=[N:6]1)[CH2:2][C:3]#[CH:4].Br[C:18]1[CH:23]=[CH:22][CH:21]=[C:20]([CH2:24][F:25])[N:19]=1, predict the reaction product. The product is: [F:25][CH2:24][C:20]1[CH:21]=[CH:22][CH:23]=[C:18]([C:4]#[C:3][CH2:2][CH2:1][N:5]2[CH:9]=[C:8]([C:10]3[CH:11]=[CH:12][C:13]([F:16])=[CH:14][CH:15]=3)[N:7]=[N:6]2)[N:19]=1. (2) Given the reactants [CH2:1]([N:3]1[C:12](=[O:13])[C:11]2[C:6](=[CH:7][CH:8]=[C:9]([N+:14]([O-])=O)[CH:10]=2)[N:5]([CH2:17][CH2:18][CH2:19][O:20][CH3:21])[C:4]1=[O:22])[CH3:2].[H][H], predict the reaction product. The product is: [NH2:14][C:9]1[CH:10]=[C:11]2[C:6](=[CH:7][CH:8]=1)[N:5]([CH2:17][CH2:18][CH2:19][O:20][CH3:21])[C:4](=[O:22])[N:3]([CH2:1][CH3:2])[C:12]2=[O:13]. (3) Given the reactants [CH2:1]([N:8]([CH3:24])[C:9]1[CH:14]=[CH:13][C:12](B2[O:19][C:18]([CH3:21])(C)C(C)(C)O2)=[CH:11][CH:10]=1)[C:2]1[CH:7]=[CH:6][CH:5]=[CH:4][CH:3]=1.I[C:26]1[C:34]2[C:29](=[N:30][CH:31]=[N:32][C:33]=2[NH2:35])[N:28]([C@H:36]2[CH2:41][CH2:40][C@@H:39]([N:42]3[CH2:47][CH2:46][N:45]([CH3:48])[CH2:44][CH2:43]3)[CH2:38][CH2:37]2)[N:27]=1.O.[C:50](=[O:53])([O-])[O-:51].[Na+].[Na+], predict the reaction product. The product is: [C:18]([OH:51])(=[O:19])[CH3:21].[C:50]([OH:51])(=[O:53])[CH3:1].[CH2:1]([N:8]([CH3:24])[C:9]1[CH:10]=[CH:11][C:12]([C:26]2[C:34]3[C:29](=[N:30][CH:31]=[N:32][C:33]=3[NH2:35])[N:28]([C@H:36]3[CH2:37][CH2:38][C@@H:39]([N:42]4[CH2:43][CH2:44][N:45]([CH3:48])[CH2:46][CH2:47]4)[CH2:40][CH2:41]3)[N:27]=2)=[CH:13][CH:14]=1)[C:2]1[CH:3]=[CH:4][CH:5]=[CH:6][CH:7]=1. (4) Given the reactants [Cl:1][C:2]1[CH:7]=[CH:6][C:5]([C:8]([C:10]2[CH:11]=[C:12]3[C:17](=[CH:18][CH:19]=2)[N:16]=[CH:15][CH:14]=[C:13]3[CH2:20][CH2:21][C:22]2[CH:27]=[CH:26][CH:25]=[CH:24][CH:23]=2)=[O:9])=[CH:4][CH:3]=1.ClC1C=C(C(OO)=[O:36])C=CC=1.C([O-])([O-])=O.[K+].[K+], predict the reaction product. The product is: [Cl:1][C:2]1[CH:7]=[CH:6][C:5]([C:8]([C:10]2[CH:11]=[C:12]3[C:17](=[CH:18][CH:19]=2)[N+:16]([O-:36])=[CH:15][CH:14]=[C:13]3[CH2:20][CH2:21][C:22]2[CH:23]=[CH:24][CH:25]=[CH:26][CH:27]=2)=[O:9])=[CH:4][CH:3]=1. (5) Given the reactants [CH3:1][O:2][C:3](=[O:16])[CH2:4][C:5]1[C:10]([Cl:11])=[CH:9][C:8]([N+:12]([O-])=O)=[CH:7][C:6]=1[Cl:15], predict the reaction product. The product is: [CH3:1][O:2][C:3](=[O:16])[CH2:4][C:5]1[C:6]([Cl:15])=[CH:7][C:8]([NH2:12])=[CH:9][C:10]=1[Cl:11]. (6) Given the reactants [Cl:1][C:2]1[CH:8]=[C:7](Br)[C:6]([CH:10]2[CH2:12][CH2:11]2)=[C:5]([F:13])[C:3]=1[NH2:4].[CH3:14]B1OB(C)OB(C)O1.C(=O)([O-])[O-].[K+].[K+], predict the reaction product. The product is: [Cl:1][C:2]1[CH:8]=[C:7]([CH3:14])[C:6]([CH:10]2[CH2:12][CH2:11]2)=[C:5]([F:13])[C:3]=1[NH2:4]. (7) Given the reactants C([O:3][C:4](=O)[C@@H:5]1[CH2:9][C@H:8]([CH3:10])[C:7](=O)[N:6]1[C:12]([O:14][C:15]([CH3:18])([CH3:17])[CH3:16])=[O:13])C.[BH4-].[Na+].B(F)(F)F.CCOCC, predict the reaction product. The product is: [CH3:10][C@@H:8]1[CH2:7][N:6]([C:12]([O:14][C:15]([CH3:17])([CH3:16])[CH3:18])=[O:13])[C@H:5]([CH2:4][OH:3])[CH2:9]1. (8) Given the reactants Br[C:2]1[CH:3]=[C:4]([O:10][CH3:11])[C:5]([O:8][CH3:9])=[N:6][CH:7]=1.P([O-])([O-])([O-])=O.[K+].[K+].[K+].CC1(C)C(C)(C)OB(/[CH:28]=[CH:29]/[C:30]2[CH:35]=[CH:34][CH:33]=[CH:32][CH:31]=2)O1, predict the reaction product. The product is: [CH3:9][O:8][C:5]1[C:4]([O:10][CH3:11])=[CH:3][C:2](/[CH:28]=[CH:29]/[C:30]2[CH:35]=[CH:34][CH:33]=[CH:32][CH:31]=2)=[CH:7][N:6]=1.